Dataset: Full USPTO retrosynthesis dataset with 1.9M reactions from patents (1976-2016). Task: Predict the reactants needed to synthesize the given product. (1) Given the product [CH3:43][C:2]1([CH3:1])[C:3](=[O:42])[N:4]([C:29]2[CH:34]=[CH:33][C:32]([NH:35][S:58]([NH2:57])(=[O:60])=[O:59])=[C:31]([CH3:38])[CH:30]=2)[C:5](=[O:28])[N:6]1[CH2:7][CH2:8][CH2:9][CH2:10][CH2:11][CH2:12][CH2:13][CH2:14][CH2:15][S:16]([CH2:18][CH2:19][CH2:20][C:21]([F:27])([F:26])[C:22]([F:25])([F:23])[F:24])=[O:17], predict the reactants needed to synthesize it. The reactants are: [CH3:1][C:2]1([CH3:43])[N:6]([CH2:7][CH2:8][CH2:9][CH2:10][CH2:11][CH2:12][CH2:13][CH2:14][CH2:15][S:16]([CH2:18][CH2:19][CH2:20][C:21]([F:27])([F:26])[C:22]([F:25])([F:24])[F:23])=[O:17])[C:5](=[O:28])[N:4]([C:29]2[CH:34]=[CH:33][C:32]([N+:35]([O-])=O)=[C:31]([C:38](F)(F)F)[CH:30]=2)[C:3]1=[O:42].CC1(C)C(=O)N(C2C=CC([NH:57][S:58](N)(=[O:60])=[O:59])=C(C)C=2)C(=O)N1CCCCCCCCCSCCCC(F)(F)C(F)(F)F. (2) Given the product [F:1][C:2]1[C:3]([N:12]2[CH2:13][CH2:14][CH:15]([N:18]3[CH2:22][CH2:21][N:20]([CH2:23][C:24]4[CH:33]=[CH:32][C:27]([C:28]([OH:30])=[O:29])=[CH:26][CH:25]=4)[C:19]3=[O:34])[CH2:16][CH2:17]2)=[N:4][CH:5]=[C:6]([C:8]([F:11])([F:9])[F:10])[CH:7]=1, predict the reactants needed to synthesize it. The reactants are: [F:1][C:2]1[C:3]([N:12]2[CH2:17][CH2:16][CH:15]([N:18]3[CH2:22][CH2:21][N:20]([CH2:23][C:24]4[CH:33]=[CH:32][C:27]([C:28]([O:30]C)=[O:29])=[CH:26][CH:25]=4)[C:19]3=[O:34])[CH2:14][CH2:13]2)=[N:4][CH:5]=[C:6]([C:8]([F:11])([F:10])[F:9])[CH:7]=1.[OH-].[Li+]. (3) Given the product [CH3:34][O:35][C:36](=[O:57])[C:37]1[CH:38]=[CH:39][C:40]([C:43](=[CH:46][C:47]([O:49][CH2:50][C:51]2[CH:52]=[CH:53][CH:54]=[CH:55][CH:56]=2)=[O:48])[CH2:44][CH3:45])=[CH:41][CH:42]=1, predict the reactants needed to synthesize it. The reactants are: C(OC(=O)CP(OC)(OC)=O)C1C=CC=CC=1.[H-].[Na+].COC(=O)C1C=CC(C(=O)CC)=CC=1.[CH3:34][O:35][C:36](=[O:57])[C:37]1[CH:42]=[CH:41][C:40](/[C:43](/[CH2:46][C:47]([O:49][CH2:50][C:51]2[CH:56]=[CH:55][CH:54]=[CH:53][CH:52]=2)=[O:48])=[CH:44]/[CH3:45])=[CH:39][CH:38]=1. (4) Given the product [C:1]1([S:7][C:15]2[CH:22]=[CH:21][C:18]([CH:19]=[O:20])=[CH:17][CH:16]=2)[CH:6]=[CH:5][CH:4]=[CH:3][CH:2]=1, predict the reactants needed to synthesize it. The reactants are: [C:1]1([SH:7])[CH:6]=[CH:5][CH:4]=[CH:3][CH:2]=1.C([O-])([O-])=O.[K+].[K+].F[C:15]1[CH:22]=[CH:21][C:18]([CH:19]=[O:20])=[CH:17][CH:16]=1.O. (5) Given the product [Br:29][C:11]1[N:12]([CH:15]2[CH2:20][CH2:19][CH2:18][CH2:17][O:16]2)[C:13]2[C:9]([N:10]=1)=[C:8]([NH2:21])[N:7]=[C:6]([O:5][CH2:1][CH2:2][CH2:3][CH3:4])[N:14]=2, predict the reactants needed to synthesize it. The reactants are: [CH2:1]([O:5][C:6]1[N:14]=[C:13]2[C:9]([N:10]=[CH:11][N:12]2[CH:15]2[CH2:20][CH2:19][CH2:18][CH2:17][O:16]2)=[C:8]([NH2:21])[N:7]=1)[CH2:2][CH2:3][CH3:4].C1C(=O)N([Br:29])C(=O)C1. (6) Given the product [F:31][C:45]1[CH:44]=[CH:43][C:42]([NH:38][C:61](=[O:60])[CH2:62][C:71]([NH:1][C:2]2[CH:22]=[CH:21][C:5]([O:6][C:7]3[CH:12]=[CH:11][N:10]=[C:9]([NH:13][C:14]([N:16]4[CH2:17][CH2:18][CH2:19][CH2:20]4)=[O:15])[CH:8]=3)=[C:4]([F:23])[CH:3]=2)=[O:72])=[CH:41][CH:46]=1, predict the reactants needed to synthesize it. The reactants are: [NH2:1][C:2]1[CH:22]=[CH:21][C:5]([O:6][C:7]2[CH:12]=[CH:11][N:10]=[C:9]([NH:13][C:14]([N:16]3[CH2:20][CH2:19][CH2:18][CH2:17]3)=[O:15])[CH:8]=2)=[C:4]([F:23])[CH:3]=1.C(N(CC)CC)C.[F:31][P-](F)(F)(F)(F)F.[N:38]1(O[P+](N(C)C)(N(C)C)N(C)C)[C:42]2[CH:43]=[CH:44][CH:45]=[CH:46][C:41]=2N=N1.C([O:60][CH2:61][CH3:62])C.CCCCCC.CN(C)[CH:71]=[O:72].